Task: Predict the product of the given reaction.. Dataset: Forward reaction prediction with 1.9M reactions from USPTO patents (1976-2016) (1) Given the reactants [C@@H]1(N2C3N=CN=C(N)C=3N=C2)O[C@H](CO)[C@@H](O)[C@H]1O.[NH2:20][C@H:21]([C:29]([OH:31])=[O:30])[CH2:22][CH2:23][CH2:24][NH:25][C:26](=[NH:28])[NH2:27].P(OC[C@H]1O[C@@H](N2C3N=CN=C(N)C=3N=C2)[C@H](O)[C@@H]1O)(OP(OP(O)(O)=O)(O)=O)(=O)O.P(OC[C@H]1O[C@@H](N2C3N=CN=C(N)C=3N=C2)[C@H](O)[C@@H]1O)(OP(OP(O)(O)=O)(O)=O)(=O)O, predict the reaction product. The product is: [NH2:20][C@H:21]([C:29]([OH:31])=[O:30])[CH2:22][CH2:23][CH2:24][NH:25][C:26](=[NH:27])[NH2:28].[NH2:20][C@H:21]([C:29]([OH:31])=[O:30])[CH2:22][CH2:23][CH2:24][NH:25][C:26](=[NH:27])[NH2:28]. (2) Given the reactants C[C:2]1([C:11](O)=O)[CH2:10][C:9]2[C:4](=[CH:5][CH:6]=[CH:7][CH:8]=2)[CH2:3]1.C([N:16]([CH2:19]C)CC)C.C1(P(N=[N+]=[N-])(C2C=CC=CC=2)=[O:28])C=CC=CC=1.[CH2:38]([OH:45])[C:39]1[CH:44]=[CH:43][CH:42]=[CH:41][CH:40]=1, predict the reaction product. The product is: [CH3:11][C:2]1([NH:16][C:19](=[O:28])[O:45][CH2:38][C:39]2[CH:44]=[CH:43][CH:42]=[CH:41][CH:40]=2)[CH2:3][C:4]2[C:9](=[CH:8][CH:7]=[CH:6][CH:5]=2)[CH2:10]1. (3) Given the reactants CC([C:5]1([N:8]([CH2:12][C:13]2[CH:18]=[C:17]([CH2:19][CH2:20][NH2:21])[CH:16]=[C:15]([Cl:22])[C:14]=2[Cl:23])[C:9](=[O:11])[O-:10])[CH2:7][CH2:6]1)(C)C.CCN([CH:30]([CH3:32])[CH3:31])C(C)C.Cl[C:34]([O:36][CH3:37])=[O:35].Cl[CH2:39]Cl, predict the reaction product. The product is: [CH:5]1([N:8]([CH2:12][C:13]2[CH:18]=[C:17]([CH2:19][CH2:20][NH:21][C:34]([O:36][CH3:37])=[O:35])[CH:16]=[C:15]([Cl:22])[C:14]=2[Cl:23])[C:9](=[O:11])[O:10][C:30]([CH3:32])([CH3:39])[CH3:31])[CH2:6][CH2:7]1. (4) The product is: [CH3:11][O:10][C:5]1[C:6]([O:8][CH3:9])=[CH:7][C:2]2[S:15][C:19]([CH3:20])=[N:12][C:3]=2[CH:4]=1. Given the reactants Br[C:2]1[CH:7]=[C:6]([O:8][CH3:9])[C:5]([O:10][CH3:11])=[CH:4][C:3]=1[N+:12]([O-])=O.[S-2:15].[Na+].[Na+].[S].[CH2:19](O)[CH3:20], predict the reaction product.